Dataset: Full USPTO retrosynthesis dataset with 1.9M reactions from patents (1976-2016). Task: Predict the reactants needed to synthesize the given product. (1) Given the product [F:50][C:49]([F:52])([F:51])[C:47]([OH:53])=[O:48].[NH2:8][C@H:9]([CH2:10][NH:11][C:19]1[S:20][C:21]([C:24]2[CH:25]=[C:26]3[C:31](=[CH:32][CH:33]=2)[CH:30]=[N:29][C:28]([F:34])=[CH:27]3)=[CH:22][N:23]=1)[C@H:35]([C:36]1[CH:41]=[CH:40][C:39]([C:42]([F:44])([F:45])[F:43])=[CH:38][CH:37]=1)[OH:46], predict the reactants needed to synthesize it. The reactants are: C(OC([NH:8][C@@H:9]([C@@H:35]([OH:46])[C:36]1[CH:41]=[CH:40][C:39]([C:42]([F:45])([F:44])[F:43])=[CH:38][CH:37]=1)[CH2:10][N:11]([C:19]1[S:20][C:21]([C:24]2[CH:25]=[C:26]3[C:31](=[CH:32][CH:33]=2)[CH:30]=[N:29][C:28]([F:34])=[CH:27]3)=[CH:22][N:23]=1)C(=O)OC(C)(C)C)=O)(C)(C)C.[C:47]([OH:53])([C:49]([F:52])([F:51])[F:50])=[O:48]. (2) Given the product [CH3:1][O:2][C:3](=[O:18])[CH2:4][C:5]1[CH:14]=[C:13]([O:15][C:20]2[CH:25]=[CH:24][C:23]([S:26]([CH3:29])(=[O:28])=[O:27])=[CH:22][N:21]=2)[C:12]2[C:7](=[CH:8][CH:9]=[C:10]([F:16])[CH:11]=2)[C:6]=1[F:17], predict the reactants needed to synthesize it. The reactants are: [CH3:1][O:2][C:3](=[O:18])[CH2:4][C:5]1[CH:14]=[C:13]([OH:15])[C:12]2[C:7](=[CH:8][CH:9]=[C:10]([F:16])[CH:11]=2)[C:6]=1[F:17].Br[C:20]1[CH:25]=[CH:24][C:23]([S:26]([CH3:29])(=[O:28])=[O:27])=[CH:22][N:21]=1.C(=O)([O-])[O-].[K+].[K+].Cl. (3) Given the product [CH3:16][O:15][C:13](=[O:14])[CH2:12][C:11]1[C:5]2[C:6]([OH:8])=[CH:7][C:2]([OH:1])=[CH:3][C:4]=2[S:9][CH:10]=1, predict the reactants needed to synthesize it. The reactants are: [OH:1][C:2]1[CH:3]=[C:4]([S:9][CH2:10][C:11](=O)[CH2:12][C:13]([O:15][CH3:16])=[O:14])[CH:5]=[C:6]([OH:8])[CH:7]=1. (4) Given the product [N:3]1[CH:4]=[CH:5][CH:6]=[CH:7][C:2]=1[O:8][C:9]1[CH:10]=[CH:11][C:12]([C:15]([O:17][CH3:18])=[O:16])=[CH:13][CH:14]=1, predict the reactants needed to synthesize it. The reactants are: Br[C:2]1[CH:7]=[CH:6][CH:5]=[CH:4][N:3]=1.[OH:8][C:9]1[CH:14]=[CH:13][C:12]([C:15]([O:17][CH3:18])=[O:16])=[CH:11][CH:10]=1.C(=O)([O-])[O-].[K+].[K+].